This data is from Catalyst prediction with 721,799 reactions and 888 catalyst types from USPTO. The task is: Predict which catalyst facilitates the given reaction. Reactant: [NH2:1][C:2]1[CH:22]=[CH:21][CH:20]=[C:19]([N+:23]([O-:25])=[O:24])[C:3]=1[C:4]([NH:6][CH:7]([CH2:12][C:13]1[CH:18]=[CH:17][CH:16]=[CH:15][CH:14]=1)[C:8]([O:10]C)=[O:9])=[O:5]. Product: [NH2:1][C:2]1[CH:22]=[CH:21][CH:20]=[C:19]([N+:23]([O-:25])=[O:24])[C:3]=1[C:4]([NH:6][CH:7]([CH2:12][C:13]1[CH:18]=[CH:17][CH:16]=[CH:15][CH:14]=1)[C:8]([OH:10])=[O:9])=[O:5]. The catalyst class is: 500.